Dataset: Peptide-MHC class I binding affinity with 185,985 pairs from IEDB/IMGT. Task: Regression. Given a peptide amino acid sequence and an MHC pseudo amino acid sequence, predict their binding affinity value. This is MHC class I binding data. (1) The peptide sequence is VLVGGVLAAL. The MHC is HLA-A68:02 with pseudo-sequence HLA-A68:02. The binding affinity (normalized) is 0.537. (2) The peptide sequence is LDLAIQQL. The binding affinity (normalized) is 0.739. The MHC is Mamu-A11 with pseudo-sequence Mamu-A11. (3) The peptide sequence is RLLQSFLKV. The MHC is HLA-A02:01 with pseudo-sequence HLA-A02:01. The binding affinity (normalized) is 0.593.